Dataset: Retrosynthesis with 50K atom-mapped reactions and 10 reaction types from USPTO. Task: Predict the reactants needed to synthesize the given product. (1) Given the product CCCCOc1nccc2nc(NCc3ccccc3)c3ccncc3c12, predict the reactants needed to synthesize it. The reactants are: CCCCOc1nccc2nc(OS(=O)(=O)C(F)(F)F)c3ccncc3c12.NCc1ccccc1. (2) Given the product CC(C)(C)CCNC(=O)c1ccc(CC(C)(C)C)cc1, predict the reactants needed to synthesize it. The reactants are: CC(C)(C)CCN.CC(C)(C)Cc1ccc(C(=O)Cl)cc1. (3) Given the product NC(=O)c1cccc2nc(C3CCCN(C(=O)OCc4ccccc4)C3)oc12, predict the reactants needed to synthesize it. The reactants are: COC(=O)c1cccc2nc(C3CCCN(C(=O)OCc4ccccc4)C3)oc12.N. (4) The reactants are: CNCc1cc(CCCO)ccc1[C@H]1CC[C@H](NC)CC1.Cc1cc(C(=O)Cl)ccc1Cl. Given the product CNCc1cc(CCCO)ccc1[C@H]1CC[C@H](N(C)C(=O)c2ccc(Cl)c(C)c2)CC1, predict the reactants needed to synthesize it. (5) Given the product CN(C)CCOC(=O)c1cc(-c2ccccc2)c(=O)n2c1-c1sccc1S(=O)CC2, predict the reactants needed to synthesize it. The reactants are: CN(C)CCOC(=O)c1cc(-c2ccccc2)c(=O)n2c1-c1sccc1SCC2.O=C(OO)c1cccc(Cl)c1. (6) Given the product CCOC(=O)c1cnn(-c2cc(NCc3c(C)cccc3C)c3nc(C)c(C)n3c2)c1, predict the reactants needed to synthesize it. The reactants are: CCOC(=O)c1cn[nH]c1.Cc1cccc(C)c1CNc1cc(Br)cn2c(C)c(C)nc12. (7) Given the product Cc1noc(C)c1-c1nc2cnn(Cc3cc(-c4ccc(C(F)(F)F)cc4C(F)(F)F)no3)cc-2n1, predict the reactants needed to synthesize it. The reactants are: Cc1noc(C)c1B(O)O.FC(F)(F)c1ccc(-c2cc(Cn3cc4nc(Br)nc-4cn3)on2)c(C(F)(F)F)c1. (8) Given the product CCOC(=O)C(C=Nc1ccc(Br)cc1)c1ccccc1, predict the reactants needed to synthesize it. The reactants are: CCOC(=O)C(C=O)c1ccccc1.Nc1ccc(Br)cc1.